Task: Predict which catalyst facilitates the given reaction.. Dataset: Catalyst prediction with 721,799 reactions and 888 catalyst types from USPTO (1) Reactant: [Cl:1][C:2]1[N:3]=[C:4]([N:11]2[CH2:16][CH2:15][O:14][CH2:13][CH2:12]2)[C:5]2[CH:10]=[CH:9][S:8][C:6]=2[N:7]=1.C([Li])CCC.CCCCCC.CN([CH:31]=[O:32])C. Product: [Cl:1][C:2]1[N:3]=[C:4]([N:11]2[CH2:16][CH2:15][O:14][CH2:13][CH2:12]2)[C:5]2[CH:10]=[C:9]([CH:31]=[O:32])[S:8][C:6]=2[N:7]=1. The catalyst class is: 1. (2) Reactant: C(O)=O.[NH2:4][CH2:5][CH2:6][C:7]1[CH:27]=[CH:26][C:10]([NH:11][CH:12]2[CH2:17][CH2:16][N:15]([C:18]([NH:20][CH2:21][CH2:22][CH:23]([CH3:25])[CH3:24])=[O:19])[CH2:14][CH2:13]2)=[CH:9][CH:8]=1.C([Si]([O:45][C:46]1[CH:51]=[CH:50][C:49]([O:52][CH2:53][CH:54]2[CH2:56][O:55]2)=[CH:48][CH:47]=1)(C1C=CC=CC=1)C1C=CC=CC=1)(C)(C)C. Product: [CH3:25][CH:23]([CH3:24])[CH2:22][CH2:21][NH:20][C:18]([N:15]1[CH2:16][CH2:17][CH:12]([NH:11][C:10]2[CH:9]=[CH:8][C:7]([CH2:6][CH2:5][NH:4][CH2:56][C@H:54]([OH:55])[CH2:53][O:52][C:49]3[CH:50]=[CH:51][C:46]([OH:45])=[CH:47][CH:48]=3)=[CH:27][CH:26]=2)[CH2:13][CH2:14]1)=[O:19]. The catalyst class is: 147. (3) Reactant: [C:1]([O:5][C:6]1[CH:7]=[C:8]([CH:22]=[C:23]([Cl:30])[C:24]=1[O:25][C:26]([CH3:29])([CH3:28])[CH3:27])[C:9]([NH:11][C:12]1[CH:21]=[CH:20][C:15]([C:16]([O:18]C)=[O:17])=[CH:14][CH:13]=1)=[O:10])([CH3:4])([CH3:3])[CH3:2]. Product: [C:1]([O:5][C:6]1[CH:7]=[C:8]([CH:22]=[C:23]([Cl:30])[C:24]=1[O:25][C:26]([CH3:29])([CH3:28])[CH3:27])[C:9]([NH:11][C:12]1[CH:13]=[CH:14][C:15]([C:16]([OH:18])=[O:17])=[CH:20][CH:21]=1)=[O:10])([CH3:4])([CH3:3])[CH3:2]. The catalyst class is: 12.